Predict the product of the given reaction. From a dataset of Forward reaction prediction with 1.9M reactions from USPTO patents (1976-2016). (1) Given the reactants [F:1][C:2]1[CH:3]=[C:4]2[C:8](=[CH:9][CH:10]=1)[NH:7][N:6]=[C:5]2[C:11]1[O:15][N:14]=[C:13]([CH2:16][NH:17][C:18](=[O:24])[O:19][C:20]([CH3:23])([CH3:22])[CH3:21])[N:12]=1.O[CH2:26][CH2:27][N:28]1[CH:32]=[CH:31][N:30]=[CH:29]1.C(P)CCC.CN(C(/N=N/C(N(C)C)=O)=O)C, predict the reaction product. The product is: [N:28]1([CH2:27][CH2:26][N:6]2[C:5]([C:11]3[O:15][N:14]=[C:13]([CH2:16][NH:17][C:18](=[O:24])[O:19][C:20]([CH3:21])([CH3:23])[CH3:22])[N:12]=3)=[C:4]3[C:8]([CH:9]=[CH:10][C:2]([F:1])=[CH:3]3)=[N:7]2)[CH:32]=[CH:31][N:30]=[CH:29]1. (2) Given the reactants Br[C:2]1[CH:7]=[CH:6][C:5]([N+:8]([O-:10])=[O:9])=[CH:4][CH:3]=1.C1C=CC(P(C2C=CC=CC=2)C2C=CC=CC=2)=CC=1.C(N(CCCC)CCCC)CCC.[B:43]1([CH:52]=[CH2:53])[O:47][C:46]([CH3:49])([CH3:48])[C:45]([CH3:51])([CH3:50])[O:44]1.Cl, predict the reaction product. The product is: [CH3:48][C:46]1([CH3:49])[C:45]([CH3:51])([CH3:50])[O:44][B:43](/[CH:52]=[CH:53]/[C:2]2[CH:7]=[CH:6][C:5]([N+:8]([O-:10])=[O:9])=[CH:4][CH:3]=2)[O:47]1.